This data is from Catalyst prediction with 721,799 reactions and 888 catalyst types from USPTO. The task is: Predict which catalyst facilitates the given reaction. (1) Reactant: COC1C=CC(C[N:8]2[CH:12]=[C:11]([C:13]3[S:14][CH:15]=[C:16]([NH:18][C:19]4[CH:24]=[CH:23][CH:22]=[CH:21][N:20]=4)[N:17]=3)[CH:10]=[N:9]2)=CC=1.[OH-].[Na+]. Product: [NH:9]1[CH:10]=[C:11]([C:13]2[S:14][CH:15]=[C:16]([NH:18][C:19]3[CH:24]=[CH:23][CH:22]=[CH:21][N:20]=3)[N:17]=2)[CH:12]=[N:8]1. The catalyst class is: 67. (2) Reactant: [Cl:1][C:2]1[CH:18]=[CH:17][CH:16]=[CH:15][C:3]=1/[CH:4]=[N:5]/[NH:6][C:7]1[CH:12]=[C:11]([Cl:13])[CH:10]=[C:9]([CH3:14])[N:8]=1.O.O.O.NCl.O. Product: [Cl:13][C:11]1[CH:10]=[C:9]([CH3:14])[N:8]2[C:4]([C:3]3[CH:15]=[CH:16][CH:17]=[CH:18][C:2]=3[Cl:1])=[N:5][N:6]=[C:7]2[CH:12]=1. The catalyst class is: 14. (3) Reactant: [C:1]([NH:9][C@@H:10]1[CH2:15][CH2:14][CH2:13][N:12]([C:16]2[CH:24]=[CH:23][C:19]([C:20]([NH2:22])=[O:21])=[C:18]([NH:25][C:26]3[CH:31]=[CH:30][C:29]([N:32]4[CH2:37][CH2:36][NH:35][CH2:34][CH2:33]4)=[CH:28][CH:27]=3)[N:17]=2)[CH2:11]1)(=[O:8])[C:2]1[CH:7]=[CH:6][CH:5]=[CH:4][CH:3]=1.[CH3:38][C:39](=O)[CH3:40].C([BH3-])#N.[Na+]. Product: [C:1]([NH:9][C@@H:10]1[CH2:15][CH2:14][CH2:13][N:12]([C:16]2[CH:24]=[CH:23][C:19]([C:20]([NH2:22])=[O:21])=[C:18]([NH:25][C:26]3[CH:27]=[CH:28][C:29]([N:32]4[CH2:33][CH2:34][N:35]([CH:39]([CH3:40])[CH3:38])[CH2:36][CH2:37]4)=[CH:30][CH:31]=3)[N:17]=2)[CH2:11]1)(=[O:8])[C:2]1[CH:3]=[CH:4][CH:5]=[CH:6][CH:7]=1. The catalyst class is: 5. (4) Reactant: [CH3:1][O:2][C:3]1[CH:23]=[CH:22][C:6]([C:7]([N:9]([C:14]2[CH:19]=[CH:18][C:17]([O:20][CH3:21])=[CH:16][CH:15]=2)[NH:10][C:11]([NH2:13])=[O:12])=O)=[CH:5][CH:4]=1.C(O)C. Product: [CH3:21][O:20][C:17]1[CH:18]=[CH:19][C:14]([N:9]2[C:7]([C:6]3[CH:22]=[CH:23][C:3]([O:2][CH3:1])=[CH:4][CH:5]=3)=[N:13][C:11]([OH:12])=[N:10]2)=[CH:15][CH:16]=1. The catalyst class is: 500. (5) The catalyst class is: 77. Reactant: Br[C:2]1[N:3]([CH:17]([CH3:19])[CH3:18])[C:4]2[CH:5]=[C:6]([Cl:16])[CH:7]=[C:8]([C:12]([O:14][CH3:15])=[O:13])[C:9]=2[C:10]=1[CH3:11].[CH3:20]B1OB(C)OB(C)O1.C(=O)([O-])[O-].[K+].[K+]. Product: [Cl:16][C:6]1[CH:7]=[C:8]([C:12]([O:14][CH3:15])=[O:13])[C:9]2[C:10]([CH3:11])=[C:2]([CH3:20])[N:3]([CH:17]([CH3:19])[CH3:18])[C:4]=2[CH:5]=1. (6) Reactant: [C:1]([OH:7])(=O)[CH2:2][CH2:3][CH:4]=[CH2:5].[NH2:8][C@H:9]([C:12]1[CH:17]=[CH:16][C:15]([Cl:18])=[CH:14][CH:13]=1)[CH2:10][OH:11]. Product: [Cl:18][C:15]1[CH:14]=[CH:13][C:12]([C@@H:9]([NH:8][C:1](=[O:7])[CH2:2][CH2:3][CH:4]=[CH2:5])[CH2:10][OH:11])=[CH:17][CH:16]=1. The catalyst class is: 3. (7) Reactant: [H-].[H-].[H-].[H-].[Li+].[Al+3].[CH3:7][O:8][C:9]1[CH:29]=[CH:28][C:12]([O:13][C:14]2[CH:23]=[CH:22][C:21]3[C:16](=[CH:17][CH:18]=[C:19]([C:24](OC)=[O:25])[CH:20]=3)[N:15]=2)=[CH:11][CH:10]=1.Cl. Product: [CH3:7][O:8][C:9]1[CH:29]=[CH:28][C:12]([O:13][C:14]2[CH:23]=[CH:22][C:21]3[C:16](=[CH:17][CH:18]=[C:19]([CH2:24][OH:25])[CH:20]=3)[N:15]=2)=[CH:11][CH:10]=1. The catalyst class is: 1. (8) Reactant: Br[C:2]1[N:10]2[C:5]([C:6]([NH2:11])=[N:7][CH:8]=[N:9]2)=[CH:4][C:3]=1[CH2:12][CH2:13][CH2:14][N:15]1[CH2:19][CH2:18][CH2:17][CH2:16]1.[CH3:20][O:21][C:22]1[CH:23]=[C:24](B(O)O)[CH:25]=[CH:26][CH:27]=1.P([O-])([O-])([O-])=O.[K+].[K+].[K+]. Product: [CH3:20][O:21][C:22]1[CH:27]=[C:26]([C:2]2[N:10]3[C:5]([C:6]([NH2:11])=[N:7][CH:8]=[N:9]3)=[CH:4][C:3]=2[CH2:12][CH2:13][CH2:14][N:15]2[CH2:19][CH2:18][CH2:17][CH2:16]2)[CH:25]=[CH:24][CH:23]=1. The catalyst class is: 77.